Regression. Given a peptide amino acid sequence and an MHC pseudo amino acid sequence, predict their binding affinity value. This is MHC class II binding data. From a dataset of Peptide-MHC class II binding affinity with 134,281 pairs from IEDB. (1) The peptide sequence is PHPLEKKITQWLETKGV. The MHC is DRB1_0404 with pseudo-sequence DRB1_0404. The binding affinity (normalized) is 0.0996. (2) The peptide sequence is ITAMSEVQKVSQPAT. The MHC is HLA-DQA10501-DQB10301 with pseudo-sequence HLA-DQA10501-DQB10301. The binding affinity (normalized) is 0.742. (3) The peptide sequence is VGAATGAATAATGGY. The MHC is HLA-DQA10102-DQB10502 with pseudo-sequence HLA-DQA10102-DQB10502. The binding affinity (normalized) is 0.181. (4) The peptide sequence is LKNCVDAKMTEEDKE. The binding affinity (normalized) is 0.186. The MHC is HLA-DQA10102-DQB10602 with pseudo-sequence HLA-DQA10102-DQB10602. (5) The peptide sequence is AAAQASAAAAAYEAA. The MHC is HLA-DQA10102-DQB10602 with pseudo-sequence HLA-DQA10102-DQB10602. The binding affinity (normalized) is 0.409.